Dataset: Forward reaction prediction with 1.9M reactions from USPTO patents (1976-2016). Task: Predict the product of the given reaction. (1) Given the reactants [C:1](Cl)(=[O:5])[C:2](Cl)=O.[C:7]([O:11][C:12]([NH:14][CH2:15][CH:16]1[CH2:21][CH2:20][CH:19](C(O)=O)[CH2:18][CH2:17]1)=[O:13])([CH3:10])([CH3:9])[CH3:8].[N-]=[N+]=[N-].[Na+], predict the reaction product. The product is: [C:7]([O:11][C:12]([NH:14][CH2:15][CH:16]1[CH2:17][CH2:18][CH:19]([NH:14][C:12](=[O:11])[O:5][CH2:1][C:2]2[CH:20]=[CH:21][CH:16]=[CH:17][CH:18]=2)[CH2:20][CH2:21]1)=[O:13])([CH3:8])([CH3:9])[CH3:10]. (2) Given the reactants [Cl:1][CH:2]([CH3:6])[C:3](Cl)=[O:4].[C:7]1([NH2:13])[CH:12]=[CH:11][CH:10]=[CH:9][CH:8]=1.CN(C=O)C.Cl, predict the reaction product. The product is: [Cl:1][CH:2]([CH3:6])[C:3]([NH:13][C:7]1[CH:12]=[CH:11][CH:10]=[CH:9][CH:8]=1)=[O:4].